Predict the product of the given reaction. From a dataset of Forward reaction prediction with 1.9M reactions from USPTO patents (1976-2016). (1) Given the reactants [NH2:1][CH:2]1[CH2:5][N:4]([C:6]([C:8]2[CH:9]=[C:10]([CH:23]=[CH:24][C:25]=2[F:26])[CH2:11][C:12]2[C:21]3[C:16](=[CH:17][CH:18]=[CH:19][CH:20]=3)[C:15](=[O:22])[NH:14][N:13]=2)=[O:7])[CH2:3]1.[C:27]1(=O)[CH2:30][CH2:29][CH2:28]1.C(O[BH-](OC(=O)C)OC(=O)C)(=O)C.[Na+], predict the reaction product. The product is: [CH:27]1([NH:1][CH:2]2[CH2:3][N:4]([C:6]([C:8]3[CH:9]=[C:10]([CH:23]=[CH:24][C:25]=3[F:26])[CH2:11][C:12]3[C:21]4[C:16](=[CH:17][CH:18]=[CH:19][CH:20]=4)[C:15](=[O:22])[NH:14][N:13]=3)=[O:7])[CH2:5]2)[CH2:30][CH2:29][CH2:28]1. (2) Given the reactants [CH3:1][C:2]1[C:7]2[O:8][C@:9]3([CH3:58])[O:12][CH:13]=[CH:14][C@H:15]([O:56][CH3:57])[C@@H:16]([CH3:55])[C@@H:17]([O:51][C:52]([CH3:54])=[O:53])[C@H:18]([CH3:50])[C@H:19]([OH:49])[C@H:20]([CH3:48])[C@@H:21]([OH:47])[C@@H:22]([CH3:46])[CH:23]=[CH:24][CH:25]=[C:26]([CH3:45])[C:27]([NH:29][C:30]4[C:33](/[CH:36]=[N:37]/[N:38]5[CH2:43][CH2:42][N:41]([CH3:44])[CH2:40][CH2:39]5)=[C:34]([OH:35])[C:5]([C:6]=2[C:10]3=[O:11])=[C:4]([C:31]=4[OH:32])[C:3]=1[OH:59])=[O:28].[CH3:60][N:61]([C:63]1[C:68]2[CH2:69][C@@H:70]3[C:80]([C:81](=[O:82])[C:67]=2[C:66]([OH:92])=[CH:65][CH:64]=1)=[C:79]([OH:83])[C@@:78]1([OH:84])[C@H:72]([C@H:73]([N:89]([CH3:91])[CH3:90])[C:74]([OH:88])=[C:75]([C:85]([NH2:87])=[O:86])[C:76]1=[O:77])[CH2:71]3)[CH3:62], predict the reaction product. The product is: [CH3:62][N:61]([C:63]1[C:68]2[CH2:69][C@@H:70]3[C:80]([C:81](=[O:82])[C:67]=2[C:66]([OH:92])=[CH:65][CH:64]=1)=[C:79]([OH:83])[C@@:78]1([OH:84])[C@H:72]([C@H:73]([N:89]([CH3:91])[CH3:90])[C:74]([OH:88])=[C:75]([C:85]([NH2:87])=[O:86])[C:76]1=[O:77])[CH2:71]3)[CH3:60].[CH3:1][C:2]1[C:7]2[O:8][C@:9]3([CH3:58])[O:12][CH:13]=[CH:14][C@H:15]([O:56][CH3:57])[C@@H:16]([CH3:55])[C@@H:17]([O:51][C:52]([CH3:54])=[O:53])[C@H:18]([CH3:50])[C@H:19]([OH:49])[C@H:20]([CH3:48])[C@@H:21]([OH:47])[C@@H:22]([CH3:46])[CH:23]=[CH:24][CH:25]=[C:26]([CH3:45])[C:27]([NH:29][C:30]4[C:33](/[CH:36]=[N:37]/[N:38]5[CH2:43][CH2:42][N:41]([CH3:44])[CH2:40][CH2:39]5)=[C:34]([OH:35])[C:5]([C:6]=2[C:10]3=[O:11])=[C:4]([C:31]=4[OH:32])[C:3]=1[OH:59])=[O:28]. (3) Given the reactants [Br:1][C:2]1[CH:3]=[C:4]([C:30]([CH3:37])([CH3:36])[C:31]([O:33]CC)=[O:32])[CH:5]=[C:6]2[C:10]=1[N:9]([CH2:11][C:12]([NH:14][C:15]([CH3:18])([CH3:17])[CH3:16])=[O:13])[C:8]([C:19]1[CH:24]=[CH:23][C:22]([O:25][C:26]([F:29])([F:28])[F:27])=[CH:21][CH:20]=1)=[CH:7]2.[OH-].[K+], predict the reaction product. The product is: [Br:1][C:2]1[CH:3]=[C:4]([C:30]([CH3:37])([CH3:36])[C:31]([OH:33])=[O:32])[CH:5]=[C:6]2[C:10]=1[N:9]([CH2:11][C:12]([NH:14][C:15]([CH3:18])([CH3:17])[CH3:16])=[O:13])[C:8]([C:19]1[CH:24]=[CH:23][C:22]([O:25][C:26]([F:28])([F:29])[F:27])=[CH:21][CH:20]=1)=[CH:7]2. (4) Given the reactants C[O:2][C:3]1[C:12]([C:13]2[S:14][CH:15]=[CH:16][CH:17]=2)=[CH:11][C:10]2[N:9]=[C:8]([C:18]3[S:19][CH:20]=[CH:21][CH:22]=3)[CH:7]=[N:6][C:5]=2[C:4]=1[C:23]([O:25]C)=[O:24].B(Br)(Br)Br, predict the reaction product. The product is: [OH:2][C:3]1[C:12]([C:13]2[S:14][CH:15]=[CH:16][CH:17]=2)=[CH:11][C:10]2[N:9]=[C:8]([C:18]3[S:19][CH:20]=[CH:21][CH:22]=3)[CH:7]=[N:6][C:5]=2[C:4]=1[C:23]([OH:25])=[O:24].